Task: Regression. Given a peptide amino acid sequence and an MHC pseudo amino acid sequence, predict their binding affinity value. This is MHC class II binding data.. Dataset: Peptide-MHC class II binding affinity with 134,281 pairs from IEDB (1) The peptide sequence is TPEGIIPALFEPERE. The MHC is DRB3_0101 with pseudo-sequence DRB3_0101. The binding affinity (normalized) is 0. (2) The peptide sequence is TAWDFSSAGGFFTSV. The MHC is HLA-DQA10201-DQB10402 with pseudo-sequence HLA-DQA10201-DQB10402. The binding affinity (normalized) is 0.659. (3) The peptide sequence is KVFNTRRNTLLFLDL. The MHC is DRB1_1501 with pseudo-sequence DRB1_1501. The binding affinity (normalized) is 0.386. (4) The peptide sequence is AYKVAATAANAAPAN. The MHC is H-2-IAb with pseudo-sequence H-2-IAb. The binding affinity (normalized) is 0.648. (5) The peptide sequence is SGMAEATSLDTMAQM. The MHC is HLA-DPA10201-DPB10501 with pseudo-sequence HLA-DPA10201-DPB10501. The binding affinity (normalized) is 0.0985.